Predict the product of the given reaction. From a dataset of Forward reaction prediction with 1.9M reactions from USPTO patents (1976-2016). (1) Given the reactants S(Cl)(Cl)=O.[F:5][C:6]1[CH:14]=[C:13]([F:15])[C:12]([F:16])=[CH:11][C:7]=1[C:8]([OH:10])=[O:9].[CH3:17][C:18]1[CH:23]=[CH:22][C:21](O)=[CH:20][CH:19]=1.C(N(CC)CC)C, predict the reaction product. The product is: [F:5][C:6]1[CH:14]=[C:13]([F:15])[C:12]([F:16])=[CH:11][C:7]=1[C:8]([O:10][C:21]1[CH:22]=[CH:23][C:18]([CH3:17])=[CH:19][CH:20]=1)=[O:9]. (2) The product is: [O:24]1[C:23]2([CH2:28][CH2:29][CH:21](/[CH:20]=[C:19](\[C:11]3[NH:10][C:14]4=[N:15][CH:16]=[CH:17][CH:18]=[C:13]4[CH:12]=3)/[C:30]3[CH:35]=[CH:34][C:33]([S:36]([CH3:39])(=[O:38])=[O:37])=[CH:32][CH:31]=3)[CH2:22]2)[O:27][CH2:26][CH2:25]1. Given the reactants C1(S([N:10]2[C:14]3=[N:15][CH:16]=[CH:17][CH:18]=[C:13]3[CH:12]=[C:11]2/[C:19](/[C:30]2[CH:35]=[CH:34][C:33]([S:36]([CH3:39])(=[O:38])=[O:37])=[CH:32][CH:31]=2)=[CH:20]\[CH:21]2[CH2:29][CH2:28][C:23]3([O:27][CH2:26][CH2:25][O:24]3)[CH2:22]2)(=O)=O)C=CC=CC=1.[OH-].[Na+], predict the reaction product. (3) Given the reactants [Cl:1][C:2]1[CH:3]=[C:4]([C:9]2[CH:14]=[C:13]([C:15]([F:18])([F:17])[F:16])[N:12]3[N:19]=[CH:20][C:21]([C:22]([OH:24])=O)=[C:11]3[N:10]=2)[CH:5]=[CH:6][C:7]=1[Cl:8].[CH3:25][N:26]1[CH2:31][CH2:30][N:29]([S:32]([C:35]2[CH:36]=[C:37]([NH2:41])[CH:38]=[CH:39][CH:40]=2)(=[O:34])=[O:33])[CH2:28][CH2:27]1, predict the reaction product. The product is: [CH3:25][N:26]1[CH2:31][CH2:30][N:29]([S:32]([C:35]2[CH:36]=[C:37]([NH:41][C:22]([C:21]3[CH:20]=[N:19][N:12]4[C:13]([C:15]([F:17])([F:18])[F:16])=[CH:14][C:9]([C:4]5[CH:5]=[CH:6][C:7]([Cl:8])=[C:2]([Cl:1])[CH:3]=5)=[N:10][C:11]=34)=[O:24])[CH:38]=[CH:39][CH:40]=2)(=[O:34])=[O:33])[CH2:28][CH2:27]1. (4) Given the reactants [I-].[CH3:2][O:3][CH2:4][C@H:5]1[CH2:9][CH2:8][C:7](SC)=[N+:6]1[CH3:12].[C:13]([O:17][C:18](=[O:31])[NH:19][C@@H:20]1[C:28]2[C:23](=[CH:24][CH:25]=[C:26]([NH2:29])[CH:27]=2)[CH2:22][C@H:21]1[OH:30])([CH3:16])([CH3:15])[CH3:14], predict the reaction product. The product is: [CH3:2][O:3][CH2:4][C@@H:5]1[N:6]([CH3:12])[C:7](=[N:29][C:26]2[CH:27]=[C:28]3[C:23]([CH2:22][C@@H:21]([OH:30])[C@@H:20]3[NH-:19])=[CH:24][CH:25]=2)[CH2:8][CH2:9]1.[C:13]([O:17][C:18](=[O:31])[NH2:19])([CH3:16])([CH3:15])[CH3:14]. (5) Given the reactants [C:1]1([C:7]2([C:21]3[CH:26]=[CH:25][CH:24]=[CH:23][CH:22]=3)[CH2:15][C:14]3[C:10](=[C:11]([C:16]([O:18][CH2:19][CH3:20])=[O:17])[NH:12][N:13]=3)[CH:9]=[CH:8]2)[CH:6]=[CH:5][CH:4]=[CH:3][CH:2]=1.[H-].[Na+].F[C:30]1[CH:35]=[CH:34][C:33]([N+:36]([O-:38])=[O:37])=[CH:32][CH:31]=1.O, predict the reaction product. The product is: [N+:36]([C:33]1[CH:34]=[CH:35][C:30]([N:13]2[C:14]3[C:10]([CH:9]=[CH:8][C:7]([C:1]4[CH:2]=[CH:3][CH:4]=[CH:5][CH:6]=4)([C:21]4[CH:26]=[CH:25][CH:24]=[CH:23][CH:22]=4)[CH:15]=3)=[C:11]([C:16]([O:18][CH2:19][CH3:20])=[O:17])[NH:12]2)=[CH:31][CH:32]=1)([O-:38])=[O:37].